From a dataset of Reaction yield outcomes from USPTO patents with 853,638 reactions. Predict the reaction yield, written as a fraction of the theoretical maximum amount of product (1.0 means a 100% yield; for example, 0.34 means a 34% yield). (1) The reactants are Cl[C:2]1[CH:3]=[C:4]([NH:10][C:11]2[CH:23]=[C:14]3[CH2:15][N:16]([CH2:19][CH2:20][O:21][CH3:22])[CH2:17][CH2:18][N:13]3[N:12]=2)[C:5](=[O:9])[N:6]([CH3:8])[N:7]=1.[C:24]([O:27][CH2:28][C:29]1[C:30]([N:44]2[CH2:55][CH2:54][N:53]3[C:46](=[CH:47][C:48]4[CH2:49][C:50]([CH3:57])([CH3:56])[CH2:51][C:52]=43)[C:45]2=[O:58])=[N:31][CH:32]=[CH:33][C:34]=1B1OC(C)(C)C(C)(C)O1)(=[O:26])[CH3:25].[O-]P([O-])([O-])=O.[K+].[K+].[K+].C([O-])(=O)C.[Na+]. The catalyst is C1C=CC(P(C2C=CC=CC=2)[C-]2C=CC=C2)=CC=1.C1C=CC(P(C2C=CC=CC=2)[C-]2C=CC=C2)=CC=1.Cl[Pd]Cl.[Fe+2].C(#N)C.O. The product is [C:24]([O:27][CH2:28][C:29]1[C:30]([N:44]2[CH2:55][CH2:54][N:53]3[C:46](=[CH:47][C:48]4[CH2:49][C:50]([CH3:57])([CH3:56])[CH2:51][C:52]=43)[C:45]2=[O:58])=[N:31][CH:32]=[CH:33][C:34]=1[C:2]1[CH:3]=[C:4]([NH:10][C:11]2[CH:23]=[C:14]3[CH2:15][N:16]([CH2:19][CH2:20][O:21][CH3:22])[CH2:17][CH2:18][N:13]3[N:12]=2)[C:5](=[O:9])[N:6]([CH3:8])[N:7]=1)(=[O:26])[CH3:25]. The yield is 0.430. (2) The reactants are C(N(C(C)C)CC)(C)C.[CH:10]1[CH:19]=[C:18]2[N:12]([CH:13]=[N:14][NH:15][C:16]2=O)[CH:11]=1.P(Cl)(Cl)([Cl:22])=O.C(=O)(O)[O-].[Na+]. The catalyst is C1(C)C=CC=CC=1. The product is [CH:18]1[CH:19]=[C:10]2[C:11]([Cl:22])=[N:12][CH:13]=[N:14][N:15]2[CH:16]=1. The yield is 0.810. (3) The reactants are Cl[C:2]1[C:11]2[C:6](=[CH:7][C:8]([Cl:12])=[CH:9][CH:10]=2)[N:5]=[C:4]([C:13]#[N:14])[CH:3]=1.[F:15][C:16]1[CH:21]=[C:20]([O:22][CH3:23])[CH:19]=[CH:18][C:17]=1B(O)O.C(=O)([O-])[O-].[Na+].[Na+].C1(C)C=CC=CC=1. The catalyst is CCOC(C)=O.C1C=CC(P(C2C=CC=CC=2)C2C=CC=CC=2)=CC=1.C1C=CC(P(C2C=CC=CC=2)C2C=CC=CC=2)=CC=1.C1C=CC(P(C2C=CC=CC=2)C2C=CC=CC=2)=CC=1.C1C=CC(P(C2C=CC=CC=2)C2C=CC=CC=2)=CC=1.[Pd]. The product is [Cl:12][C:8]1[CH:7]=[C:6]2[C:11]([C:2]([C:17]3[CH:18]=[CH:19][C:20]([O:22][CH3:23])=[CH:21][C:16]=3[F:15])=[CH:3][C:4]([C:13]#[N:14])=[N:5]2)=[CH:10][CH:9]=1. The yield is 0.523. (4) The reactants are [NH2:1][C:2](=[O:35])/[CH:3]=[CH:4]/[C:5]1[CH:6]=[C:7]2[C:12](=[CH:13][CH:14]=1)[N:11]=[C:10]([CH2:15][CH:16]([CH3:18])[CH3:17])[C:9]([CH2:19][NH:20][C:21](=[O:27])[O:22][C:23]([CH3:26])([CH3:25])[CH3:24])=[C:8]2[C:28]1[CH:33]=[CH:32][C:31]([CH3:34])=[CH:30][CH:29]=1. The catalyst is CO.O1CCCC1.[C].[Pd]. The product is [NH2:1][C:2](=[O:35])[CH2:3][CH2:4][C:5]1[CH:6]=[C:7]2[C:12](=[CH:13][CH:14]=1)[N:11]=[C:10]([CH2:15][CH:16]([CH3:17])[CH3:18])[C:9]([CH2:19][NH:20][C:21](=[O:27])[O:22][C:23]([CH3:25])([CH3:26])[CH3:24])=[C:8]2[C:28]1[CH:29]=[CH:30][C:31]([CH3:34])=[CH:32][CH:33]=1. The yield is 0.810. (5) The yield is 0.350. The catalyst is CN(C=O)C.[Pd](Cl)Cl.C1(P(C2C=CC=CC=2)C2C=CC=CC=2)C=CC=CC=1.C1(P(C2C=CC=CC=2)C2C=CC=CC=2)C=CC=CC=1.C(OCC)(=O)C. The reactants are C[Sn](C)(C)[C:3]1[CH:12]=[C:11]2[C:6]([CH:7]=[CH:8][CH:9]=[C:10]2[N:13]2[CH2:18][CH2:17][N:16]([CH3:19])[CH2:15][CH2:14]2)=[CH:5][CH:4]=1.[CH3:22][S:23]([NH:26][C:27]1[CH:28]=[C:29](Br)[CH:30]=[CH:31][CH:32]=1)(=[O:25])=[O:24].[CH2:34](N(CC)CC)C.[Cl-].[Li+]. The product is [CH3:22][S:23]([NH:26][C:27]1[CH:28]=[C:29]([C:3]2[CH:12]=[C:11]3[C:6]([CH:7]=[CH:8][CH:9]=[C:10]3[N:13]3[CH2:18][CH2:17][N:16]([CH2:19][CH3:34])[CH2:15][CH2:14]3)=[CH:5][CH:4]=2)[CH:30]=[CH:31][CH:32]=1)(=[O:25])=[O:24].